This data is from Forward reaction prediction with 1.9M reactions from USPTO patents (1976-2016). The task is: Predict the product of the given reaction. (1) Given the reactants [CH2:1]([O:8][CH2:9][CH2:10][O:11][CH2:12][CH2:13][O:14][C:15]1[CH:20]=[CH:19][C:18]([C:21]([C:33]2[CH:38]=[CH:37][CH:36]=[CH:35][CH:34]=2)(O)[CH:22]([C:26]2[CH:31]=[CH:30][CH:29]=[CH:28][CH:27]=2)[CH2:23][CH2:24]O)=[CH:17][CH:16]=1)[C:2]1[CH:7]=[CH:6][CH:5]=[CH:4][CH:3]=1.C(N(CC)CC)C.S(Cl)([Cl:48])=O, predict the reaction product. The product is: [CH2:1]([O:8][CH2:9][CH2:10][O:11][CH2:12][CH2:13][O:14][C:15]1[CH:20]=[CH:19][C:18](/[C:21](/[C:33]2[CH:38]=[CH:37][CH:36]=[CH:35][CH:34]=2)=[C:22](\[C:26]2[CH:31]=[CH:30][CH:29]=[CH:28][CH:27]=2)/[CH2:23][CH2:24][Cl:48])=[CH:17][CH:16]=1)[C:2]1[CH:7]=[CH:6][CH:5]=[CH:4][CH:3]=1. (2) Given the reactants [C:1]([O:5][C:6]([CH:8]([CH2:12][C:13]1[CH:18]=[CH:17][C:16]([C:19]([F:22])([F:21])[F:20])=[CH:15][CH:14]=1)[C:9]([O-:11])=[O:10])=[O:7])([CH3:4])([CH3:3])[CH3:2].[Li+].[OH-].Cl, predict the reaction product. The product is: [C:1]([O:5][C:6]([C@@H:8]([CH2:12][C:13]1[CH:18]=[CH:17][C:16]([C:19]([F:20])([F:21])[F:22])=[CH:15][CH:14]=1)[C:9]([OH:11])=[O:10])=[O:7])([CH3:4])([CH3:2])[CH3:3]. (3) Given the reactants Cl.[O:2]1[C:6]2[CH:7]=[CH:8][CH:9]=[C:10]([CH:11]3[CH2:16][CH2:15][N:14]([CH2:17][CH2:18][C@H:19]4[CH2:24][CH2:23][C@H:22]([NH2:25])[CH2:21][CH2:20]4)[CH2:13][CH2:12]3)[C:5]=2[O:4][CH2:3]1.[CH3:26][CH:27]([CH2:31][CH3:32])[C:28](O)=[O:29], predict the reaction product. The product is: [O:2]1[C:6]2[CH:7]=[CH:8][CH:9]=[C:10]([CH:11]3[CH2:16][CH2:15][N:14]([CH2:17][CH2:18][C@H:19]4[CH2:20][CH2:21][C@H:22]([NH:25][C:28](=[O:29])[CH:27]([CH3:26])[CH2:31][CH3:32])[CH2:23][CH2:24]4)[CH2:13][CH2:12]3)[C:5]=2[O:4][CH2:3]1. (4) Given the reactants [NH2:1][C:2]1[N:7]=[CH:6][N:5]=[C:4]2[N:8]([C:12]3[CH:19]=[CH:18][C:15]([CH:16]=[O:17])=[CH:14][CH:13]=3)[N:9]=[C:10](I)[C:3]=12.[CH3:20][O:21][C:22]1[CH:27]=[C:26](B2OC(C)(C)C(C)(C)O2)[CH:25]=[CH:24][C:23]=1[NH:37][C:38](=[O:50])[C:39]1[CH:44]=[CH:43][C:42]([C:45]([F:48])([F:47])[F:46])=[CH:41][C:40]=1[F:49].C(=O)([O-])[O-].[Na+].[Na+], predict the reaction product. The product is: [NH2:1][C:2]1[N:7]=[CH:6][N:5]=[C:4]2[N:8]([C:12]3[CH:19]=[CH:18][C:15]([CH:16]=[O:17])=[CH:14][CH:13]=3)[N:9]=[C:10]([C:26]3[CH:25]=[CH:24][C:23]([NH:37][C:38](=[O:50])[C:39]4[CH:44]=[CH:43][C:42]([C:45]([F:47])([F:48])[F:46])=[CH:41][C:40]=4[F:49])=[C:22]([O:21][CH3:20])[CH:27]=3)[C:3]=12. (5) The product is: [O:1]=[C:2]([CH2:13][O:14][Si:15]([CH3:20])([CH3:21])[C:16]([CH3:17])([CH3:18])[CH3:19])[C:3]([O:5][CH2:6][C:7]1[CH:8]=[CH:9][CH:10]=[CH:11][CH:12]=1)=[O:4]. Given the reactants [OH:1][CH:2]([CH2:13][O:14][Si:15]([CH3:21])([CH3:20])[C:16]([CH3:19])([CH3:18])[CH3:17])[C:3]([O:5][CH2:6][C:7]1[CH:12]=[CH:11][CH:10]=[CH:9][CH:8]=1)=[O:4].CC(OI1(OC(C)=O)(OC(C)=O)OC(=O)C2C1=CC=CC=2)=O, predict the reaction product. (6) Given the reactants C(OC(=O)[N:7]([CH2:33][C:34]1[CH:43]=[CH:42][C:37]2[O:38][CH2:39][CH2:40][O:41][C:36]=2[CH:35]=1)[CH:8]1[CH2:13][CH2:12][N:11]([CH2:14][CH2:15][N:16]2[C:25]3[C:20](=[C:21]([NH:26][C:27]([NH:29][CH2:30][CH3:31])=[O:28])[CH:22]=[CH:23][CH:24]=3)[CH:19]=[CH:18][C:17]2=[O:32])[CH2:10][CH2:9]1)(C)(C)C.[ClH:45].O1CCOCC1, predict the reaction product. The product is: [ClH:45].[CH2:30]([NH:29][C:27]([NH:26][C:21]1[CH:22]=[CH:23][CH:24]=[C:25]2[C:20]=1[CH:19]=[CH:18][C:17](=[O:32])[N:16]2[CH2:15][CH2:14][N:11]1[CH2:12][CH2:13][CH:8]([NH:7][CH2:33][C:34]2[CH:43]=[CH:42][C:37]3[O:38][CH2:39][CH2:40][O:41][C:36]=3[CH:35]=2)[CH2:9][CH2:10]1)=[O:28])[CH3:31].